This data is from NCI-60 drug combinations with 297,098 pairs across 59 cell lines. The task is: Regression. Given two drug SMILES strings and cell line genomic features, predict the synergy score measuring deviation from expected non-interaction effect. (1) Drug 1: CN(C(=O)NC(C=O)C(C(C(CO)O)O)O)N=O. Drug 2: C1C(C(OC1N2C=NC(=NC2=O)N)CO)O. Cell line: SF-268. Synergy scores: CSS=6.91, Synergy_ZIP=-2.53, Synergy_Bliss=-2.13, Synergy_Loewe=-2.11, Synergy_HSA=-1.67. (2) Drug 1: C1=NC2=C(N=C(N=C2N1C3C(C(C(O3)CO)O)F)Cl)N. Drug 2: CC1=C(C(=O)C2=C(C1=O)N3CC4C(C3(C2COC(=O)N)OC)N4)N. Cell line: OVCAR-4. Synergy scores: CSS=5.53, Synergy_ZIP=-3.37, Synergy_Bliss=-5.97, Synergy_Loewe=-6.87, Synergy_HSA=-5.72.